From a dataset of Forward reaction prediction with 1.9M reactions from USPTO patents (1976-2016). Predict the product of the given reaction. (1) Given the reactants [CH2:1]([O:3][C:4]([C:6]1[CH:11]=[CH:10][N:9]([CH2:12][C:13]2[CH:18]=[CH:17][CH:16]=[CH:15][CH:14]=2)[C:8](=[O:19])[C:7]=1[C:20](O)=O)=[O:5])[CH3:2].C(Cl)(=O)C(Cl)=O.[BH3-]C#N.[Na+].P([O-])([O-])([O-])=O.C1(P(C2C=CC=CC=2)C2C=CC=CC=2)C=CC=CC=1.C(Br)(Br)(Br)[Br:58], predict the reaction product. The product is: [CH2:1]([O:3][C:4]([C:6]1[CH:11]=[CH:10][N:9]([CH2:12][C:13]2[CH:18]=[CH:17][CH:16]=[CH:15][CH:14]=2)[C:8](=[O:19])[C:7]=1[CH2:20][Br:58])=[O:5])[CH3:2]. (2) Given the reactants [C:1]1([Mg]Br)[CH:6]=[CH:5][CH:4]=[CH:3][CH:2]=1.CN(CCN(C)C)C.Br[CH:18]1[CH2:23][CH2:22][CH2:21][CH2:20][CH2:19]1.[Cl-].[NH4+], predict the reaction product. The product is: [CH:1]1([C:18]2[CH:23]=[CH:22][CH:21]=[CH:20][CH:19]=2)[CH2:6][CH2:5][CH2:4][CH2:3][CH2:2]1. (3) Given the reactants [Br:1][C:2]1[CH:7]=[C:6]([F:8])[CH:5]=[CH:4][C:3]=1[CH:9]1[C:14]([C:15]([O:17][CH2:18][CH3:19])=[O:16])=[C:13]([CH3:20])[NH:12][C:11]([C:21]2[N:25]=[CH:24][N:23]([CH2:26][C:27]([O:29][CH2:30][CH3:31])=[O:28])[N:22]=2)=[N:10]1.C1C(=O)N([Br:39])C(=O)C1, predict the reaction product. The product is: [Br:1][C:2]1[CH:7]=[C:6]([F:8])[CH:5]=[CH:4][C:3]=1[CH:9]1[C:14]([C:15]([O:17][CH2:18][CH3:19])=[O:16])=[C:13]([CH2:20][Br:39])[NH:12][C:11]([C:21]2[N:25]=[CH:24][N:23]([CH2:26][C:27]([O:29][CH2:30][CH3:31])=[O:28])[N:22]=2)=[N:10]1. (4) Given the reactants [Si:1]([O:8][CH2:9][C:10]1[CH:11]=[CH:12][C:13]([Cl:17])=[C:14]([CH:16]=1)[NH2:15])([C:4]([CH3:7])([CH3:6])[CH3:5])([CH3:3])[CH3:2].C[Si]([N-][Si](C)(C)C)(C)C.[Na+].[C:28](O[C:28]([O:30][C:31]([CH3:34])([CH3:33])[CH3:32])=[O:29])([O:30][C:31]([CH3:34])([CH3:33])[CH3:32])=[O:29], predict the reaction product. The product is: [Si:1]([O:8][CH2:9][C:10]1[CH:11]=[CH:12][C:13]([Cl:17])=[C:14]([NH:15][C:28](=[O:29])[O:30][C:31]([CH3:34])([CH3:33])[CH3:32])[CH:16]=1)([C:4]([CH3:7])([CH3:6])[CH3:5])([CH3:3])[CH3:2].